From a dataset of Full USPTO retrosynthesis dataset with 1.9M reactions from patents (1976-2016). Predict the reactants needed to synthesize the given product. (1) Given the product [F:1][C:2]1[CH:7]=[CH:6][C:5]([C:8]2[N:12]3[CH:13]=[CH:14][C:15]([CH:17]=[N:27][OH:28])=[N:16][C:11]3=[N:10][CH:9]=2)=[CH:4][C:3]=1[C:19]1[C:20]([C:25]#[N:26])=[CH:21][CH:22]=[CH:23][CH:24]=1, predict the reactants needed to synthesize it. The reactants are: [F:1][C:2]1[CH:7]=[CH:6][C:5]([C:8]2[N:12]3[CH:13]=[CH:14][C:15]([CH:17]=O)=[N:16][C:11]3=[N:10][CH:9]=2)=[CH:4][C:3]=1[C:19]1[C:20]([C:25]#[N:26])=[CH:21][CH:22]=[CH:23][CH:24]=1.[NH2:27][OH:28]. (2) The reactants are: [Cl:1][C:2]1[C:3]2[C:10]3[CH2:11][CH2:12][N:13](C(OC(C)(C)C)=O)[CH2:14][C:9]=3[S:8][C:4]=2[N:5]=[CH:6][N:7]=1.[NH2:22][C:23]1[C:24]([F:31])=[CH:25][C:26]([CH3:30])=[C:27]([OH:29])[CH:28]=1. Given the product [ClH:1].[F:31][C:24]1[C:23]([NH:22][C:2]2[C:3]3[C:10]4[CH2:11][CH2:12][NH:13][CH2:14][C:9]=4[S:8][C:4]=3[N:5]=[CH:6][N:7]=2)=[CH:28][C:27]([OH:29])=[C:26]([CH3:30])[CH:25]=1, predict the reactants needed to synthesize it. (3) Given the product [Cl:8][C:9]1[CH:14]=[CH:13][C:12]([C:15]2[CH:24]=[CH:23][CH:22]=[C:21]3[C:16]=2[CH:17]=[CH:18][C:19]([S:25]([NH:7][C:4]2[CH:3]=[C:2]([CH3:1])[O:6][N:5]=2)(=[O:26])=[O:27])=[CH:20]3)=[C:11]([O:29][CH3:30])[CH:10]=1, predict the reactants needed to synthesize it. The reactants are: [CH3:1][C:2]1[O:6][N:5]=[C:4]([NH2:7])[CH:3]=1.[Cl:8][C:9]1[CH:14]=[CH:13][C:12]([C:15]2[CH:24]=[CH:23][CH:22]=[C:21]3[C:16]=2[CH:17]=[CH:18][C:19]([S:25](Cl)(=[O:27])=[O:26])=[CH:20]3)=[C:11]([O:29][CH3:30])[CH:10]=1. (4) Given the product [F:36][C:12]1[CH:11]=[C:10]([N:7]2[CH2:8][CH2:9][NH:5][C:6]2=[O:37])[CH:15]=[CH:14][C:13]=1[N:16]1[CH:21]=[C:20]([O:22][CH3:23])[C:19](=[O:24])[C:18]([C:25]2[N:29]([C:30]3[CH:31]=[CH:32][CH:33]=[CH:34][CH:35]=3)[N:28]=[CH:27][CH:26]=2)=[N:17]1, predict the reactants needed to synthesize it. The reactants are: C([N:5]1[CH2:9][CH2:8][N:7]([C:10]2[CH:15]=[CH:14][C:13]([N:16]3[CH:21]=[C:20]([O:22][CH3:23])[C:19](=[O:24])[C:18]([C:25]4[N:29]([C:30]5[CH:35]=[CH:34][CH:33]=[CH:32][CH:31]=5)[N:28]=[CH:27][CH:26]=4)=[N:17]3)=[C:12]([F:36])[CH:11]=2)[C:6]1=[O:37])(C)(C)C. (5) Given the product [NH2:27][C:28]1[CH:33]=[CH:32][C:31]([O:34][C:17]2[C:18]3[N:10]([CH2:9][CH2:8][NH:7][C:6](=[O:20])[O:5][C:1]([CH3:4])([CH3:3])[CH3:2])[CH:11]=[CH:12][C:13]=3[N:14]=[CH:15][N:16]=2)=[CH:30][C:29]=1[Cl:35], predict the reactants needed to synthesize it. The reactants are: [C:1]([O:5][C:6](=[O:20])[NH:7][CH2:8][CH2:9][N:10]1[C:18]2[C:17](Cl)=[N:16][CH:15]=[N:14][C:13]=2[CH:12]=[CH:11]1)([CH3:4])([CH3:3])[CH3:2].C(=O)([O-])[O-].[K+].[K+].[NH2:27][C:28]1[CH:33]=[CH:32][C:31]([OH:34])=[CH:30][C:29]=1[Cl:35]. (6) Given the product [Br:1][C:2]1[CH:7]=[CH:6][C:5]([CH2:8][C:14]([NH2:12])=[O:16])=[C:4]([F:10])[CH:3]=1, predict the reactants needed to synthesize it. The reactants are: [Br:1][C:2]1[CH:7]=[CH:6][C:5]([CH2:8]Br)=[C:4]([F:10])[CH:3]=1.[C-]#[N:12].[Na+].[CH2:14]([OH:16])C. (7) Given the product [C:1]([N:5]1[CH2:9][CH:8]([OH:10])[CH2:6]1)([CH3:4])([CH3:3])[CH3:2], predict the reactants needed to synthesize it. The reactants are: [C:1]([NH2:5])([CH3:4])([CH3:3])[CH3:2].[CH2:6]([CH:8]1[O:10][CH2:9]1)Cl.C(N(CC)CC)C.